Dataset: Catalyst prediction with 721,799 reactions and 888 catalyst types from USPTO. Task: Predict which catalyst facilitates the given reaction. (1) Reactant: C[Si](C)(C)[O:3][C:4]1[N:13]=[C:12]([O:14][Si](C)(C)C)[C:11]2[C:6](=[CH:7][CH:8]=[CH:9][CH:10]=2)[N:5]=1.Br[CH2:22][C:23]1[CH:24]=[C:25]([CH:30]=[CH:31][CH:32]=1)[C:26]([O:28][CH3:29])=[O:27].CN(C=O)C.O1CCOCC1. Product: [CH3:29][O:28][C:26]([C:25]1[CH:24]=[C:23]([CH:32]=[CH:31][CH:30]=1)[CH2:22][N:5]1[C:6]2[C:11](=[CH:10][CH:9]=[CH:8][CH:7]=2)[C:12](=[O:14])[NH:13][C:4]1=[O:3])=[O:27]. The catalyst class is: 5. (2) Reactant: C([O:8][C@@H:9]([C:11]1[O:15][C:14]([N:16]2[CH2:21][CH2:20][CH:19]([C:22]3[CH:27]=[C:26]([N:28]([CH2:37][O:38][CH2:39][CH2:40][Si:41]([CH3:44])([CH3:43])[CH3:42])[CH2:29][O:30][CH2:31][CH2:32][Si:33]([CH3:36])([CH3:35])[CH3:34])[N:25]4[N:45]=[CH:46][C:47]([C:48]5[CH:49]=[N:50][C:51]([C:54]6[CH:59]=[CH:58][CH:57]=[CH:56][CH:55]=6)=[CH:52][CH:53]=5)=[C:24]4[N:23]=3)[CH2:18][CH2:17]2)=[N:13][N:12]=1)[CH3:10])C1C=CC=CC=1. Product: [CH3:43][Si:41]([CH3:42])([CH3:44])[CH2:40][CH2:39][O:38][CH2:37][N:28]([CH2:29][O:30][CH2:31][CH2:32][Si:33]([CH3:36])([CH3:35])[CH3:34])[C:26]1[N:25]2[N:45]=[CH:46][C:47]([C:48]3[CH:49]=[N:50][C:51]([C:54]4[CH:55]=[CH:56][CH:57]=[CH:58][CH:59]=4)=[CH:52][CH:53]=3)=[C:24]2[N:23]=[C:22]([CH:19]2[CH2:18][CH2:17][N:16]([C:14]3[O:15][C:11]([C@H:9]([OH:8])[CH3:10])=[N:12][N:13]=3)[CH2:21][CH2:20]2)[CH:27]=1. The catalyst class is: 105. (3) Reactant: [CH2:1]([NH:8][C:9]([C:11]1[S:15][C:14]([NH2:16])=[N:13][C:12]=1[CH3:17])=[O:10])[C:2]1[CH:7]=[CH:6][CH:5]=[CH:4][CH:3]=1.C(N(CC)CC)C.[C:25]1([N:31]=[C:32]=[O:33])[CH:30]=[CH:29][CH:28]=[CH:27][CH:26]=1. Product: [CH2:1]([NH:8][C:9]([C:11]1[S:15][C:14]([NH:16][C:32]([NH:31][C:25]2[CH:30]=[CH:29][CH:28]=[CH:27][CH:26]=2)=[O:33])=[N:13][C:12]=1[CH3:17])=[O:10])[C:2]1[CH:7]=[CH:6][CH:5]=[CH:4][CH:3]=1. The catalyst class is: 305. (4) Reactant: [CH3:1][O:2][C:3]1[CH:8]=[CH:7][C:6]([C:9](=O)[CH2:10][CH2:11][C:12](=O)[CH3:13])=[CH:5][CH:4]=1.[Br:16][C:17]1[CH:22]=[CH:21][C:20]([CH2:23][CH2:24][NH2:25])=[CH:19][CH:18]=1.O.C1(C)C=CC(S(O)(=O)=O)=CC=1. Product: [Br:16][C:17]1[CH:22]=[CH:21][C:20]([CH2:23][CH2:24][N:25]2[C:12]([CH3:13])=[CH:11][CH:10]=[C:9]2[C:6]2[CH:7]=[CH:8][C:3]([O:2][CH3:1])=[CH:4][CH:5]=2)=[CH:19][CH:18]=1. The catalyst class is: 11. (5) Reactant: C([Li])CCC.Br[C:7]1[CH:12]=[CH:11][C:10]([NH:13][C:14](=[O:20])[O:15][C:16]([CH3:19])([CH3:18])[CH3:17])=[CH:9][C:8]=1[CH2:21][N:22]([CH3:24])[CH3:23].[CH3:25][Si:26]([CH3:29])([CH3:28])Cl.O. Product: [CH3:23][N:22]([CH2:21][C:8]1[CH:9]=[C:10]([NH:13][C:14](=[O:20])[O:15][C:16]([CH3:19])([CH3:18])[CH3:17])[CH:11]=[CH:12][C:7]=1[Si:26]([CH3:29])([CH3:28])[CH3:25])[CH3:24]. The catalyst class is: 1. (6) Reactant: I[C:2]1[C:10]2[C:9]([CH3:11])=[N:8][CH:7]=[N:6][C:5]=2[N:4]([C@H:12]2[CH2:28][C@@H:15]3[O:16][CH:17]([C:20]4[CH:25]=[CH:24][C:23]([O:26][CH3:27])=[CH:22][CH:21]=4)[O:18][CH2:19][C@@H:14]3[CH2:13]2)[CH:3]=1.CCN(C(C)C)C(C)C.[C:38]([Si:40]([CH3:43])([CH3:42])[CH3:41])#[CH:39]. Product: [CH3:27][O:26][C:23]1[CH:24]=[CH:25][C:20]([CH:17]2[O:16][C@H:15]3[CH2:28][C@H:12]([N:4]4[C:5]5[N:6]=[CH:7][N:8]=[C:9]([CH3:11])[C:10]=5[C:2]([C:39]#[C:38][Si:40]([CH3:43])([CH3:42])[CH3:41])=[CH:3]4)[CH2:13][C@H:14]3[CH2:19][O:18]2)=[CH:21][CH:22]=1. The catalyst class is: 654. (7) Reactant: [C:1]([C:3]1[CH:8]=[CH:7][C:6]([CH:9]2[N:14]3[N:15]=[CH:16][N:17]=[C:13]3[NH:12][C:11]([CH3:18])=[C:10]2[C:19]([O:21][CH2:22][CH3:23])=[O:20])=[CH:5][CH:4]=1)#[N:2].[F:24][C:25]([F:36])([F:35])[C:26]1[CH:27]=[C:28](B(O)O)[CH:29]=[CH:30][CH:31]=1.N1C=CC=CC=1.C(N(CC)CC)C. Product: [C:1]([C:3]1[CH:8]=[CH:7][C:6]([CH:9]2[N:14]3[N:15]=[CH:16][N:17]=[C:13]3[N:12]([C:30]3[CH:29]=[CH:28][CH:27]=[C:26]([C:25]([F:36])([F:35])[F:24])[CH:31]=3)[C:11]([CH3:18])=[C:10]2[C:19]([O:21][CH2:22][CH3:23])=[O:20])=[CH:5][CH:4]=1)#[N:2]. The catalyst class is: 732.